This data is from NCI-60 drug combinations with 297,098 pairs across 59 cell lines. The task is: Regression. Given two drug SMILES strings and cell line genomic features, predict the synergy score measuring deviation from expected non-interaction effect. (1) Drug 1: C1=CC(=C2C(=C1NCCNCCO)C(=O)C3=C(C=CC(=C3C2=O)O)O)NCCNCCO. Drug 2: CCC1=C2CN3C(=CC4=C(C3=O)COC(=O)C4(CC)O)C2=NC5=C1C=C(C=C5)O. Cell line: TK-10. Synergy scores: CSS=32.2, Synergy_ZIP=-7.02, Synergy_Bliss=-5.31, Synergy_Loewe=-3.75, Synergy_HSA=-1.43. (2) Drug 1: CC1=CC=C(C=C1)C2=CC(=NN2C3=CC=C(C=C3)S(=O)(=O)N)C(F)(F)F. Drug 2: C(CC(=O)O)C(=O)CN.Cl. Cell line: SK-OV-3. Synergy scores: CSS=7.80, Synergy_ZIP=-3.67, Synergy_Bliss=-0.384, Synergy_Loewe=2.09, Synergy_HSA=0.226.